Dataset: NCI-60 drug combinations with 297,098 pairs across 59 cell lines. Task: Regression. Given two drug SMILES strings and cell line genomic features, predict the synergy score measuring deviation from expected non-interaction effect. (1) Drug 1: CC1C(C(=O)NC(C(=O)N2CCCC2C(=O)N(CC(=O)N(C(C(=O)O1)C(C)C)C)C)C(C)C)NC(=O)C3=C4C(=C(C=C3)C)OC5=C(C(=O)C(=C(C5=N4)C(=O)NC6C(OC(=O)C(N(C(=O)CN(C(=O)C7CCCN7C(=O)C(NC6=O)C(C)C)C)C)C(C)C)C)N)C. Drug 2: CN1C2=C(C=C(C=C2)N(CCCl)CCCl)N=C1CCCC(=O)O.Cl. Cell line: M14. Synergy scores: CSS=11.3, Synergy_ZIP=-6.85, Synergy_Bliss=-7.06, Synergy_Loewe=-23.8, Synergy_HSA=-6.35. (2) Synergy scores: CSS=71.3, Synergy_ZIP=1.95, Synergy_Bliss=1.47, Synergy_Loewe=4.63, Synergy_HSA=5.43. Cell line: NCIH23. Drug 1: C1=CN(C(=O)N=C1N)C2C(C(C(O2)CO)O)O.Cl. Drug 2: C1=NC2=C(N=C(N=C2N1C3C(C(C(O3)CO)O)F)Cl)N.